Dataset: Full USPTO retrosynthesis dataset with 1.9M reactions from patents (1976-2016). Task: Predict the reactants needed to synthesize the given product. (1) Given the product [C:14]([C:18]1[CH:19]=[CH:20][C:21]([NH:24][C:2]2[C:11]3[C:6](=[CH:7][CH:8]=[CH:9][C:10]=3[Cl:12])[CH:5]=[CH:4][N:3]=2)=[CH:22][CH:23]=1)([CH3:17])([CH3:15])[CH3:16], predict the reactants needed to synthesize it. The reactants are: Cl[C:2]1[C:11]2[C:6](=[CH:7][CH:8]=[CH:9][C:10]=2[Cl:12])[CH:5]=[CH:4][N:3]=1.Cl.[C:14]([C:18]1[CH:23]=[CH:22][C:21]([NH2:24])=[CH:20][CH:19]=1)([CH3:17])([CH3:16])[CH3:15].C([O-])(O)=O.[Na+]. (2) Given the product [CH3:2][O:3][C:4](=[O:11])[C@H:5]([CH2:7][CH:8]([CH3:10])[CH3:9])[NH:6][C:26]([O:25][CH2:18][C:19]1[CH:24]=[CH:23][CH:22]=[CH:21][CH:20]=1)=[O:27], predict the reactants needed to synthesize it. The reactants are: Cl.[CH3:2][O:3][C:4](=[O:11])[C@H:5]([CH2:7][CH:8]([CH3:10])[CH3:9])[NH2:6].C([O-])([O-])=O.[Na+].[Na+].[CH2:18]([O:25][C:26](Cl)=[O:27])[C:19]1[CH:24]=[CH:23][CH:22]=[CH:21][CH:20]=1. (3) Given the product [C:20]([O:19][C:17]([N:24]1[CH2:29][CH2:28][C:27]([OH:30])([C:2]2[CH:7]=[CH:6][CH:5]=[C:4]([C:8]([F:11])([F:10])[F:9])[N:3]=2)[CH2:26][CH2:25]1)=[O:18])([CH3:23])([CH3:21])[CH3:22], predict the reactants needed to synthesize it. The reactants are: Br[C:2]1[CH:7]=[CH:6][CH:5]=[C:4]([C:8]([F:11])([F:10])[F:9])[N:3]=1.C([Li])CCC.[C:17]([N:24]1[CH2:29][CH2:28][C:27](=[O:30])[CH2:26][CH2:25]1)([O:19][C:20]([CH3:23])([CH3:22])[CH3:21])=[O:18].O. (4) Given the product [CH3:1][C:2]1[C:7]([CH:8]([CH2:13][CH2:14][CH3:15])[C:9]([OH:11])=[O:10])=[C:6]([C:16]2[CH:17]=[CH:18][C:19]([CH3:22])=[CH:20][CH:21]=2)[N:5]=[C:4]([C:23]2[CH:32]=[CH:31][CH:30]=[C:29]3[C:24]=2[CH:25]=[CH:26][CH:27]=[N:28]3)[N:3]=1, predict the reactants needed to synthesize it. The reactants are: [CH3:1][C:2]1[C:7]([CH:8]([CH2:13][CH2:14][CH3:15])[C:9]([O:11]C)=[O:10])=[C:6]([C:16]2[CH:21]=[CH:20][C:19]([CH3:22])=[CH:18][CH:17]=2)[N:5]=[C:4]([C:23]2[CH:32]=[CH:31][CH:30]=[C:29]3[C:24]=2[CH:25]=[CH:26][CH:27]=[N:28]3)[N:3]=1.[OH-].[Na+].